Dataset: Forward reaction prediction with 1.9M reactions from USPTO patents (1976-2016). Task: Predict the product of the given reaction. (1) Given the reactants [C:1]([C:3]1[CH:8]=[CH:7][C:6]([C:9]2[CH:10]=[N:11][N:12]([CH2:22][C:23](OCC)=[O:24])[C:13]=2[C:14]2[CH:19]=[CH:18][C:17]([C:20]#[N:21])=[CH:16][CH:15]=2)=[CH:5][CH:4]=1)#[N:2].[NH2:28][CH2:29][CH2:30][OH:31].C(N(CC)CC)C.O, predict the reaction product. The product is: [C:1]([C:3]1[CH:8]=[CH:7][C:6]([C:9]2[CH:10]=[N:11][N:12]([CH2:22][C:23]([NH:28][CH2:29][CH2:30][OH:31])=[O:24])[C:13]=2[C:14]2[CH:15]=[CH:16][C:17]([C:20]#[N:21])=[CH:18][CH:19]=2)=[CH:5][CH:4]=1)#[N:2]. (2) The product is: [C:29]([O:28][CH:24]([C:15]1[N:14]([CH3:33])[C:13](=[O:34])[C:12]2[NH:8][CH:9]=[CH:10][C:11]=2[C:16]=1[C:17]1[CH:18]=[CH:19][C:20]([CH3:23])=[CH:21][CH:22]=1)[C:25]([OH:27])=[O:26])([CH3:32])([CH3:31])[CH3:30]. Given the reactants C([N:8]1[C:12]2[C:13](=[O:34])[N:14]([CH3:33])[C:15]([CH:24]([O:28][C:29]([CH3:32])([CH3:31])[CH3:30])[C:25]([OH:27])=[O:26])=[C:16]([C:17]3[CH:22]=[CH:21][C:20]([CH3:23])=[CH:19][CH:18]=3)[C:11]=2[CH:10]=[CH:9]1)C1C=CC=CC=1.[Li+].CC([N-]C(C)C)C.CCCCCCC.O1CCCC1.C(C1C=CC=CC=1)C, predict the reaction product. (3) Given the reactants [CH3:1][C:2]1([CH3:14])[C:6]([CH3:8])([CH3:7])[O:5][B:4]([C:9]2[CH:10]=[N:11][NH:12][CH:13]=2)[O:3]1.Br[CH2:16][CH2:17][CH:18]1[CH2:23][CH2:22][CH2:21][CH2:20][N:19]1[CH3:24].C(=O)([O-])[O-].[Cs+].[Cs+].O1CCCC1, predict the reaction product. The product is: [CH3:24][N:19]1[CH2:20][CH2:21][CH2:22][CH2:23][CH:18]1[CH2:17][CH2:16][N:12]1[CH:13]=[C:9]([B:4]2[O:5][C:6]([CH3:7])([CH3:8])[C:2]([CH3:14])([CH3:1])[O:3]2)[CH:10]=[N:11]1. (4) Given the reactants CS[C:3]1[N:4]=[C:5]([NH:14][C:15]2[CH:20]=[CH:19][CH:18]=[C:17]([C:21]([F:24])([F:23])[F:22])[CH:16]=2)[C:6]2[C:12](=[O:13])[NH:11][CH:10]=[CH:9][C:7]=2[N:8]=1.[OH:25][CH:26]1[CH2:31][CH2:30][NH:29][CH2:28][CH2:27]1, predict the reaction product. The product is: [OH:25][CH:26]1[CH2:31][CH2:30][N:29]([C:3]2[N:4]=[C:5]([NH:14][C:15]3[CH:20]=[CH:19][CH:18]=[C:17]([C:21]([F:24])([F:23])[F:22])[CH:16]=3)[C:6]3[C:12](=[O:13])[NH:11][CH:10]=[CH:9][C:7]=3[N:8]=2)[CH2:28][CH2:27]1. (5) Given the reactants [Cl:1][C:2]1[N:7]=[C:6]([NH:8][NH:9][C:10](=[O:29])[C@H:11]([CH2:23][CH:24]2[CH2:28][CH2:27][CH2:26][CH2:25]2)[CH2:12][N:13]([O:16]C2CCCCO2)[CH:14]=[O:15])[C:5]([F:30])=[C:4]([NH:31][CH2:32][C:33]2[CH:37]=[CH:36][S:35][CH:34]=2)[N:3]=1, predict the reaction product. The product is: [Cl:1][C:2]1[N:7]=[C:6]([NH:8][NH:9][C:10](=[O:29])[C@H:11]([CH2:23][CH:24]2[CH2:25][CH2:26][CH2:27][CH2:28]2)[CH2:12][N:13]([OH:16])[CH:14]=[O:15])[C:5]([F:30])=[C:4]([NH:31][CH2:32][C:33]2[CH:37]=[CH:36][S:35][CH:34]=2)[N:3]=1. (6) Given the reactants [Cl:1][C:2]1[CH:8]=[CH:7][C:6]([N:9]2[CH2:14][CH2:13][O:12][CH2:11][CH2:10]2)=[CH:5][C:3]=1[NH2:4].Cl[C:16]1[C:25]2[C:20](=[CH:21][C:22]([F:27])=[CH:23][C:24]=2[F:26])[N:19]=[C:18]([C:28]2[CH:33]=[CH:32][CH:31]=[CH:30][N:29]=2)[C:17]=1[CH3:34].C1(P(C2CCCCC2)C2(C(C)C)CC(C(C)C)=CC(C(C)C)=C2C2C=CC=CC=2)CCCCC1.CC(C1C=C(C(C)C)C(C2C=CC=CC=2P(C2CCCCC2)C2CCCCC2)=C(C(C)C)C=1)C.CC(C)([O-])C.[Na+], predict the reaction product. The product is: [Cl:1][C:2]1[CH:8]=[CH:7][C:6]([N:9]2[CH2:14][CH2:13][O:12][CH2:11][CH2:10]2)=[CH:5][C:3]=1[NH:4][C:16]1[C:25]2[C:20](=[CH:21][C:22]([F:27])=[CH:23][C:24]=2[F:26])[N:19]=[C:18]([C:28]2[CH:33]=[CH:32][CH:31]=[CH:30][N:29]=2)[C:17]=1[CH3:34].